Task: Predict the product of the given reaction.. Dataset: Forward reaction prediction with 1.9M reactions from USPTO patents (1976-2016) (1) Given the reactants [Cl:1][C:2]1[CH:12]=[CH:11][C:10]([N+:13]([O-:15])=[O:14])=[CH:9][C:3]=1[CH:4]=[CH:5][C:6]([OH:8])=[O:7].[C:16](=O)([O-])[O-].[K+].[K+].IC.CN(C)C=O, predict the reaction product. The product is: [Cl:1][C:2]1[CH:12]=[CH:11][C:10]([N+:13]([O-:15])=[O:14])=[CH:9][C:3]=1[CH:4]=[CH:5][C:6]([O:8][CH3:16])=[O:7]. (2) Given the reactants [C:1]([O:8]C)(=O)[CH2:2][C:3]([O:5][CH3:6])=[O:4].N1CCCCC1.C(O)(=O)C.[NH2:20][C:21]1[C:26]([CH:27]=O)=[CH:25][CH:24]=[C:23]([O:29][CH3:30])[N:22]=1, predict the reaction product. The product is: [CH3:6][O:5][C:3]([C:2]1[C:1](=[O:8])[NH:20][C:21]2[C:26]([CH:27]=1)=[CH:25][CH:24]=[C:23]([O:29][CH3:30])[N:22]=2)=[O:4]. (3) Given the reactants C[O:2][C:3]([C@@H:5]1[O:9][C:8](=[O:10])[N:7]([C:11]2[CH:22]=[CH:21][C:14]3[N:15]([CH3:20])[C:16](=[O:19])[CH2:17][O:18][C:13]=3[CH:12]=2)[CH2:6]1)=O.[NH3:23], predict the reaction product. The product is: [CH3:20][N:15]1[C:14]2[CH:21]=[CH:22][C:11]([N:7]3[CH2:6][C@H:5]([C:3]([NH2:23])=[O:2])[O:9][C:8]3=[O:10])=[CH:12][C:13]=2[O:18][CH2:17][C:16]1=[O:19]. (4) Given the reactants [CH3:1][O:2][C:3]1[CH:8]=[C:7]([O:9][CH3:10])[CH:6]=[C:5]([O:11][CH3:12])[CH:4]=1.[CH3:13][N:14]1[CH2:19][CH2:18][C:17](=O)[CH2:16][CH2:15]1.Cl, predict the reaction product. The product is: [CH3:13][N:14]1[CH2:15][CH:16]=[C:17]([C:4]2[C:5]([O:11][CH3:12])=[CH:6][C:7]([O:9][CH3:10])=[CH:8][C:3]=2[O:2][CH3:1])[CH2:18][CH2:19]1. (5) Given the reactants Cl.[CH:2]1([C@@H:8]([NH:19][CH2:20][C:21]([O:23][CH2:24][CH3:25])=[O:22])[C:9]([O:11]CC2C=CC=CC=2)=[O:10])[CH2:7][CH2:6][CH2:5][CH2:4][CH2:3]1, predict the reaction product. The product is: [CH:2]1([C@@H:8]([NH:19][CH2:20][C:21]([O:23][CH2:24][CH3:25])=[O:22])[C:9]([OH:11])=[O:10])[CH2:3][CH2:4][CH2:5][CH2:6][CH2:7]1. (6) Given the reactants C([N:4]1[CH:8]=[C:7]([C:9]([O:11][CH2:12][CH3:13])=[O:10])[C:6]([O:14][CH2:15][C:16]2[C:17]([CH3:42])=[N:18][C:19]([CH2:38][CH:39]([CH3:41])[CH3:40])=[C:20]([CH2:29][NH:30][C:31]([O:33][C:34]([CH3:37])([CH3:36])[CH3:35])=[O:32])[C:21]=2[C:22]2[CH:27]=[CH:26][C:25]([CH3:28])=[CH:24][CH:23]=2)=[N:5]1)(=O)C.CO.C(=O)([O-])O.[Na+], predict the reaction product. The product is: [C:34]([O:33][C:31]([NH:30][CH2:29][C:20]1[C:21]([C:22]2[CH:23]=[CH:24][C:25]([CH3:28])=[CH:26][CH:27]=2)=[C:16]([CH2:15][O:14][C:6]2[C:7]([C:9]([O:11][CH2:12][CH3:13])=[O:10])=[CH:8][NH:4][N:5]=2)[C:17]([CH3:42])=[N:18][C:19]=1[CH2:38][CH:39]([CH3:40])[CH3:41])=[O:32])([CH3:36])([CH3:37])[CH3:35]. (7) Given the reactants [CH3:1][C:2]1[C:3]([CH2:8][N:9]([CH2:16][C:17]2[C:22]([CH3:23])=[CH:21][CH:20]=[CH:19][N:18]=2)[CH:10]2[CH2:15][CH2:14][NH:13][CH2:12][CH2:11]2)=[N:4][CH:5]=[CH:6][CH:7]=1.CCN(CC)CC.Br[CH2:32][CH2:33][OH:34].C([O-])(O)=O.[Na+], predict the reaction product. The product is: [CH3:1][C:2]1[C:3]([CH2:8][N:9]([CH2:16][C:17]2[C:22]([CH3:23])=[CH:21][CH:20]=[CH:19][N:18]=2)[CH:10]2[CH2:15][CH2:14][N:13]([CH2:32][CH2:33][OH:34])[CH2:12][CH2:11]2)=[N:4][CH:5]=[CH:6][CH:7]=1. (8) Given the reactants [C:1]([C:3]1[CH:8]=[CH:7][CH:6]=[CH:5][C:4]=1[C:9]1[CH:14]=[CH:13][C:12]([CH2:15][C:16]2[C:17](=[O:43])[N:18]([C@H:29]3[CH2:34][CH2:33][C@H:32]([O:35][CH2:36][C:37](N(OC)C)=[O:38])[CH2:31][CH2:30]3)[C:19]3[N:20]([N:25]=[C:26]([CH3:28])[N:27]=3)[C:21]=2[CH2:22][CH2:23][CH3:24])=[CH:11][CH:10]=1)#[N:2].[CH3:44][Mg]Br.Cl, predict the reaction product. The product is: [CH3:28][C:26]1[N:27]=[C:19]2[N:18]([C@H:29]3[CH2:30][CH2:31][C@H:32]([O:35][CH2:36][C:37](=[O:38])[CH3:44])[CH2:33][CH2:34]3)[C:17](=[O:43])[C:16]([CH2:15][C:12]3[CH:13]=[CH:14][C:9]([C:4]4[C:3]([C:1]#[N:2])=[CH:8][CH:7]=[CH:6][CH:5]=4)=[CH:10][CH:11]=3)=[C:21]([CH2:22][CH2:23][CH3:24])[N:20]2[N:25]=1. (9) Given the reactants O.N[C@H](C(O)=[O:10])CCCCN.OC(C(C1C=CC=C(C(C2C=CC=CC=2)=O)C=1)C)=O.C[CH2:32][C:33]1[CH:34]=[CH:35][C:36]([CH:39]([CH2:41]CC2C=CC([N+](C)(C)C)=CC=2)[CH3:40])=[CH:37][CH:38]=1, predict the reaction product. The product is: [CH:33]1([CH3:32])[CH2:34][CH2:35][CH:36]([CH:39]([CH3:41])[CH3:40])[CH:37]([OH:10])[CH2:38]1.